The task is: Predict the reaction yield, written as a fraction of the theoretical maximum amount of product (1.0 means a 100% yield; for example, 0.34 means a 34% yield).. This data is from Reaction yield outcomes from USPTO patents with 853,638 reactions. (1) The reactants are [CH:1](/[C:9]1[N:10]=[C:11]2[CH:17]=[CH:16][N:15]([S:18]([C:21]3[CH:27]=[CH:26][C:24]([CH3:25])=[CH:23][CH:22]=3)(=[O:20])=[O:19])[C:12]2=[N:13][CH:14]=1)=C\C1C=CC=CC=1.I([O-])(=O)(=O)=[O:29].[Na+].[O-]S([O-])(=S)=O.[Na+].[Na+].CCOC(C)=O. The catalyst is O1CCOCC1.O.[Os](=O)(=O)(=O)=O. The product is [S:18]([N:15]1[C:12]2=[N:13][CH:14]=[C:9]([CH:1]=[O:29])[N:10]=[C:11]2[CH:17]=[CH:16]1)([C:21]1[CH:27]=[CH:26][C:24]([CH3:25])=[CH:23][CH:22]=1)(=[O:20])=[O:19]. The yield is 0.800. (2) The reactants are [OH:1][C@H:2]([CH:6]([CH3:8])[CH3:7])[C:3]([OH:5])=[O:4].C([O-])([O-])=O.[K+].[K+].[CH2:15](I)[CH3:16]. The yield is 0.720. The catalyst is CC(C)=O. The product is [OH:1][C@H:2]([CH:6]([CH3:8])[CH3:7])[C:3]([O:5][CH2:15][CH3:16])=[O:4]. (3) The reactants are [CH2:1]([O:8][C:9]1[CH:10]=[C:11]([C:15]2[N:20]=[C:19]([N:21]3[CH2:26][CH2:25][O:24][CH2:23][C:22]3=[O:27])[C:18]([N+:28]([O-:30])=[O:29])=[C:17]([CH3:31])[N:16]=2)[CH:12]=[CH:13][CH:14]=1)[C:2]1[CH:7]=[CH:6][CH:5]=[CH:4][CH:3]=1.CO[CH:34](OC)[N:35]([CH3:37])[CH3:36].CC(C)=O. No catalyst specified. The product is [CH2:1]([O:8][C:9]1[CH:10]=[C:11]([C:15]2[N:20]=[C:19]([N:21]3[CH2:26][CH2:25][O:24][CH2:23][C:22]3=[O:27])[C:18]([N+:28]([O-:30])=[O:29])=[C:17](/[CH:31]=[CH:34]/[N:35]([CH3:37])[CH3:36])[N:16]=2)[CH:12]=[CH:13][CH:14]=1)[C:2]1[CH:3]=[CH:4][CH:5]=[CH:6][CH:7]=1. The yield is 0.960. (4) The yield is 0.740. The product is [NH2:29][CH2:28][CH2:27][C:26]([N:23]1[CH2:22][CH2:21][N:20]([C:3]2[C:2]([Br:1])=[CH:7][N:6]=[C:5]3[NH:8][CH:9]=[C:10]([NH:11][C:12](=[O:19])[C:13]4[CH:18]=[CH:17][CH:16]=[N:15][CH:14]=4)[C:4]=23)[CH2:25][CH2:24]1)=[O:37]. The reactants are [Br:1][C:2]1[C:3]([N:20]2[CH2:25][CH2:24][N:23]([C:26](=[O:37])[CH2:27][CH2:28][NH:29]C(=O)OC(C)(C)C)[CH2:22][CH2:21]2)=[C:4]2[C:10]([NH:11][C:12](=[O:19])[C:13]3[CH:18]=[CH:17][CH:16]=[N:15][CH:14]=3)=[CH:9][NH:8][C:5]2=[N:6][CH:7]=1.C(O)(C(F)(F)F)=O. The catalyst is C(Cl)Cl.